From a dataset of Catalyst prediction with 721,799 reactions and 888 catalyst types from USPTO. Predict which catalyst facilitates the given reaction. (1) Reactant: [CH3:1][S:2]([CH2:5][CH2:6][CH:7]1[CH2:12][CH2:11][N:10](C(OC(C)(C)C)=O)[CH2:9][CH2:8]1)(=[O:4])=[O:3].[ClH:20]. Product: [ClH:20].[CH3:1][S:2]([CH2:5][CH2:6][CH:7]1[CH2:12][CH2:11][NH:10][CH2:9][CH2:8]1)(=[O:4])=[O:3]. The catalyst class is: 5. (2) Reactant: C([O:3][C:4](=O)[CH2:5][N:6]([CH2:16][C:17]1[C:18]([NH2:24])=[N:19][CH:20]=[C:21]([Br:23])[CH:22]=1)[CH2:7][C:8]1[CH:13]=[CH:12][C:11]([O:14][CH3:15])=[CH:10][CH:9]=1)C.[H-].[Na+]. Product: [Br:23][C:21]1[CH:20]=[N:19][C:18]2[NH:24][C:4](=[O:3])[CH2:5][N:6]([CH2:7][C:8]3[CH:13]=[CH:12][C:11]([O:14][CH3:15])=[CH:10][CH:9]=3)[CH2:16][C:17]=2[CH:22]=1. The catalyst class is: 58. (3) Reactant: [CH3:1][S:2]([O-:4])=[O:3].[Na+].[Br:6][C:7]1[CH:8]=[C:9]([CH:13]=[C:14](I)[CH:15]=1)[C:10]([O-:12])=[O:11].[CH3:17]NCCNC.CS(C)=O. Product: [Br:6][C:7]1[CH:8]=[C:9]([CH:13]=[C:14]([S:2]([CH3:1])(=[O:4])=[O:3])[CH:15]=1)[C:10]([O:12][CH3:17])=[O:11]. The catalyst class is: 13. (4) Reactant: [CH2:1]([O:3][C:4](=[O:21])[C:5](=[C:11](OCC)[C:12]1[CH:17]=[CH:16][CH:15]=[CH:14][CH:13]=1)[C:6](OCC)=[O:7])[CH3:2].C(O)(=O)C.[CH:26]([NH2:28])=[NH:27].CC(C)([O-])C.[K+]. Product: [OH:7][C:6]1[C:5]([C:4]([O:3][CH2:1][CH3:2])=[O:21])=[C:11]([C:12]2[CH:17]=[CH:16][CH:15]=[CH:14][CH:13]=2)[N:28]=[CH:26][N:27]=1. The catalyst class is: 8. (5) The catalyst class is: 8. Product: [O:33]1[CH2:34][CH2:35][N:30]([C:2]2[N:7]=[C:6]([O:8][C:9]3[CH:29]=[CH:28][CH:27]=[CH:26][C:10]=3[CH2:11][NH:12][C:13]([NH:15][C:16]3[O:17][C:18]([C:21]4[O:22][CH:23]=[CH:24][CH:25]=4)=[N:19][N:20]=3)=[O:14])[CH:5]=[CH:4][N:3]=2)[CH2:31][CH2:32]1. Reactant: Cl[C:2]1[N:7]=[C:6]([O:8][C:9]2[CH:29]=[CH:28][CH:27]=[CH:26][C:10]=2[CH2:11][NH:12][C:13]([NH:15][C:16]2[O:17][C:18]([C:21]3[O:22][CH:23]=[CH:24][CH:25]=3)=[N:19][N:20]=2)=[O:14])[CH:5]=[CH:4][N:3]=1.[NH:30]1[CH2:35][CH2:34][O:33][CH2:32][CH2:31]1. (6) Reactant: [Br:1][C:2]1[CH:3]=[C:4]([C:8](=O)[CH3:9])[CH:5]=[N:6][CH:7]=1.[CH3:11][C:12]([S@:15]([NH2:17])=[O:16])([CH3:14])[CH3:13]. Product: [Br:1][C:2]1[CH:3]=[C:4](/[C:8](=[N:17]/[S@@:15]([C:12]([CH3:14])([CH3:13])[CH3:11])=[O:16])/[CH3:9])[CH:5]=[N:6][CH:7]=1. The catalyst class is: 2.